Dataset: Reaction yield outcomes from USPTO patents with 853,638 reactions. Task: Predict the reaction yield, written as a fraction of the theoretical maximum amount of product (1.0 means a 100% yield; for example, 0.34 means a 34% yield). The reactants are [OH:1][C:2]1[CH:3]=[C:4]([NH:17]C(=O)C)[CH:5]=[CH:6][C:7]=1[C:8]([CH3:16])([CH3:15])[CH2:9][O:10][CH2:11][CH2:12][O:13][CH3:14].Cl.C([O-])([O-])=O.[Na+].[Na+]. No catalyst specified. The product is [CH3:14][O:13][CH2:12][CH2:11][O:10][CH2:9][C:8]([C:7]1[CH:6]=[CH:5][C:4]([NH2:17])=[CH:3][C:2]=1[OH:1])([CH3:16])[CH3:15]. The yield is 0.0600.